This data is from Forward reaction prediction with 1.9M reactions from USPTO patents (1976-2016). The task is: Predict the product of the given reaction. (1) Given the reactants [OH:1][C:2]([CH3:36])([CH3:35])[CH2:3][C@@:4]1([C:29]2[CH:34]=[CH:33][CH:32]=[CH:31][CH:30]=2)[O:9][C:8](=[O:10])[N:7]([C@H:11]([C:14]2[CH:19]=[CH:18][C:17](B3OC(C)(C)C(C)(C)O3)=[CH:16][CH:15]=2)[CH2:12][CH3:13])[CH2:6][CH2:5]1.Br[C:38]1[CH:43]=[CH:42][N:41]([CH3:44])[C:40](=[O:45])[CH:39]=1, predict the reaction product. The product is: [OH:1][C:2]([CH3:35])([CH3:36])[CH2:3][C@@:4]1([C:29]2[CH:34]=[CH:33][CH:32]=[CH:31][CH:30]=2)[O:9][C:8](=[O:10])[N:7]([C@H:11]([C:14]2[CH:15]=[CH:16][C:17]([C:38]3[CH:43]=[CH:42][N:41]([CH3:44])[C:40](=[O:45])[CH:39]=3)=[CH:18][CH:19]=2)[CH2:12][CH3:13])[CH2:6][CH2:5]1. (2) Given the reactants [C:1]([O:5][C:6]([N:8]1[CH2:13][CH2:12][CH2:11][CH:10](C(=N)NO)[CH2:9]1)=[O:7])([CH3:4])([CH3:3])[CH3:2].[N:18]1[NH:19][C:20]([C:23]([OH:25])=O)=[CH:21][CH:22]=1.C1C=C[C:29]2[N:34]([OH:35])N=NC=2C=1.CC[N:38]=C=NCCCN(C)C.Cl.C(N(CC)CC)C, predict the reaction product. The product is: [C:1]([O:5][C:6]([N:8]1[CH2:9][CH2:10][CH2:11][CH2:12][CH:13]1[C:29](=[N:34][OH:35])[NH:38][C:23]([C:20]1[NH:19][N:18]=[CH:22][CH:21]=1)=[O:25])=[O:7])([CH3:2])([CH3:3])[CH3:4]. (3) Given the reactants S1[CH2:6][CH2:5][CH:4]([C:7]([OH:9])=[O:8])[CH2:3][CH2:2]1.C1N=CN(C(N2C=N[CH:19]=[CH:18]2)=O)C=1.[Li+].C[Si]([N-][Si](C)(C)C)(C)C.[CH3:32][CH2:33][O:34][C:35]([CH3:37])=[O:36].C1C[O:41][CH2:40]C1, predict the reaction product. The product is: [CH2:33]([O:34][C:35](=[O:36])[CH2:37][C:40]([CH:2]1[CH2:6][CH2:5][CH:4]([C:7]([O:9][CH2:18][CH3:19])=[O:8])[CH2:3]1)=[O:41])[CH3:32]. (4) The product is: [CH3:1][C:2]1([CH3:38])[CH2:7][O:6][CH:5]([C:8]2[CH:13]=[CH:12][CH:11]=[CH:10][CH:9]=2)[O:4][CH:3]1[C:14]([NH:16][C:17]1[C:18]([CH3:37])=[CH:19][C:20]([O:21][CH2:22][CH2:23][CH2:24][CH2:25][C:26]([CH3:32])([CH3:33])[C:27]([OH:29])=[O:28])=[CH:34][C:35]=1[CH3:36])=[O:15]. Given the reactants [CH3:1][C:2]1([CH3:38])[CH2:7][O:6][CH:5]([C:8]2[CH:13]=[CH:12][CH:11]=[CH:10][CH:9]=2)[O:4][CH:3]1[C:14]([NH:16][C:17]1[C:35]([CH3:36])=[CH:34][C:20]([O:21][CH2:22][CH2:23][CH2:24][CH2:25][C:26]([CH3:33])([CH3:32])[C:27]([O:29]CC)=[O:28])=[CH:19][C:18]=1[CH3:37])=[O:15].O[Li].O.C(Cl)Cl.Cl, predict the reaction product. (5) Given the reactants COC(=O)[C:4]1[CH:9]=[C:8]([CH3:10])[C:7]([O:11][C:12]([F:15])([F:14])[F:13])=[CH:6][C:5]=1[N:16](C(OC(C)(C)C)=O)[CH2:17][CH2:18][CH2:19][C:20]([O:22]C)=O.CC(C)([O-])C.[K+].C(O)(=O)C.C(OCC)(=O)C, predict the reaction product. The product is: [CH3:10][C:8]1[C:7]([O:11][C:12]([F:13])([F:14])[F:15])=[CH:6][C:5]2[NH:16][CH2:17][CH2:18][CH2:19][C:20](=[O:22])[C:4]=2[CH:9]=1.